Dataset: Forward reaction prediction with 1.9M reactions from USPTO patents (1976-2016). Task: Predict the product of the given reaction. (1) Given the reactants [NH2:1][C:2](=[O:100])[CH2:3][NH:4][C:5](=[O:99])[C@@H:6]([NH:13][C:14](=[O:98])[C@@H:15]([N:17]([CH3:97])[C:18]([C@H:20]([CH2:86][C:87](=[O:96])[S:88][CH2:89][C:90]1[CH:95]=[CH:94][CH:93]=[CH:92][CH:91]=1)[NH:21][C:22](=[O:85])[C@H:23]([CH2:78][C:79]1[CH:84]=[CH:83][CH:82]=[CH:81][CH:80]=1)[NH:24][C:25](=[O:77])[C@H:26]([CH:74]([CH3:76])[CH3:75])[NH:27][C:28](=[O:73])[C@H:29]([CH3:72])[NH:30][C:31](=[O:71])[C@H:32]([CH2:67][CH:68]([CH3:70])[CH3:69])[N:33]([CH3:66])[C:34](=[O:65])[CH2:35][NH:36][C:37](=[O:64])[C@H:38]([CH2:57][C:58]1[CH:63]=[CH:62][CH:61]=[CH:60][CH:59]=1)[N:39]([CH3:56])[C:40](=[O:55])[C@H:41]([CH3:54])[NH:42][C:43](=[O:53])[CH2:44][NH:45]C(=O)OC(C)(C)C)=[O:19])[CH3:16])[CH2:7][O:8]C(C)(C)C.C(O)(C(F)(F)F)=O, predict the reaction product. The product is: [NH2:45][CH2:44][C:43](=[O:53])[NH:42][C@@H:41]([CH3:54])[C:40](=[O:55])[N:39]([CH3:56])[C@@H:38]([CH2:57][C:58]1[CH:63]=[CH:62][CH:61]=[CH:60][CH:59]=1)[C:37](=[O:64])[NH:36][CH2:35][C:34](=[O:65])[N:33]([CH3:66])[C@@H:32]([CH2:67][CH:68]([CH3:70])[CH3:69])[C:31](=[O:71])[NH:30][C@@H:29]([CH3:72])[C:28](=[O:73])[NH:27][C@@H:26]([CH:74]([CH3:75])[CH3:76])[C:25](=[O:77])[NH:24][C@@H:23]([CH2:78][C:79]1[CH:84]=[CH:83][CH:82]=[CH:81][CH:80]=1)[C:22](=[O:85])[NH:21][C@H:20]([C:18](=[O:19])[N:17]([C@@H:15]([CH3:16])[C:14]([NH:13][C@@H:6]([CH2:7][OH:8])[C:5]([NH:4][CH2:3][C:2]([NH2:1])=[O:100])=[O:99])=[O:98])[CH3:97])[CH2:86][C:87](=[O:96])[S:88][CH2:89][C:90]1[CH:95]=[CH:94][CH:93]=[CH:92][CH:91]=1. (2) Given the reactants [CH:1]1([CH2:7][C:8]2[N+:9]([O-:38])=[C:10]([C:27](=[O:37])[NH:28][C@H:29]3[CH2:32][C@H:31]([C:33]([O:35]C)=[O:34])[CH2:30]3)[S:11][C:12]=2[C:13]2[CH:18]=[C:17]([C:19]([CH3:22])([CH3:21])[CH3:20])[N:16]=[C:15]([C:23]([CH3:26])([CH3:25])[CH3:24])[CH:14]=2)[CH2:6][CH2:5][CH2:4][CH2:3][CH2:2]1.O[Li].O, predict the reaction product. The product is: [C:33]([C@H:31]1[CH2:30][C@H:29]([NH:28][C:27]([C:10]2[S:11][C:12]([C:13]3[CH:14]=[C:15]([C:23]([CH3:25])([CH3:24])[CH3:26])[N:16]=[C:17]([C:19]([CH3:22])([CH3:21])[CH3:20])[CH:18]=3)=[C:8]([CH2:7][CH:1]3[CH2:6][CH2:5][CH2:4][CH2:3][CH2:2]3)[N+:9]=2[O-:38])=[O:37])[CH2:32]1)([OH:35])=[O:34]. (3) Given the reactants [NH:1]1[CH2:6][CH2:5][CH:4]([C:7]2[CH:15]=[CH:14][C:10]([C:11]([OH:13])=[O:12])=[CH:9][CH:8]=2)[CH2:3][CH2:2]1.C=O.[BH3-][C:19]#N.[Na+].Cl, predict the reaction product. The product is: [CH3:19][N:1]1[CH2:6][CH2:5][CH:4]([C:7]2[CH:15]=[CH:14][C:10]([C:11]([OH:13])=[O:12])=[CH:9][CH:8]=2)[CH2:3][CH2:2]1.